Predict the reactants needed to synthesize the given product. From a dataset of Full USPTO retrosynthesis dataset with 1.9M reactions from patents (1976-2016). (1) Given the product [Cl:21][C:16]1[CH:17]=[CH:18][CH:19]=[CH:20][C:15]=1[C@H:14]1[O:13][C:12]2([CH2:25][CH2:24][CH2:23][CH2:22]2)[O:11][C@@H:10]1[CH2:9][CH2:8][OH:7], predict the reactants needed to synthesize it. The reactants are: C([O:7][CH2:8][CH2:9][C@@H:10]1[C@@H:14]([C:15]2[CH:20]=[CH:19][CH:18]=[CH:17][C:16]=2[Cl:21])[O:13][C:12]2([CH2:25][CH2:24][CH2:23][CH2:22]2)[O:11]1)(=O)C(C)(C)C.C(OCC[C@@H]1[C@@H](C2C=CC=CC=2Cl)OC(CC)(CC)O1)(=O)C(C)(C)C. (2) Given the product [O:14]1[CH2:15][CH2:16][N:11]([C:4]2[CH:3]=[C:2]([N:25]3[CH2:29][CH2:28][CH2:27][C:26]3=[O:30])[CH:7]=[C:6]([N+:8]([O-:10])=[O:9])[CH:5]=2)[CH2:12][CH2:13]1, predict the reactants needed to synthesize it. The reactants are: Cl[C:2]1[CH:3]=[C:4]([N:11]2[CH2:16][CH2:15][O:14][CH2:13][CH2:12]2)[CH:5]=[C:6]([N+:8]([O-:10])=[O:9])[CH:7]=1.P([O-])([O-])([O-])=O.[K+].[K+].[K+].[NH:25]1[CH2:29][CH2:28][CH2:27][C:26]1=[O:30]. (3) Given the product [C:21]([O:20][C@@H:19]1[C@H:18]([O:24][CH2:25][C:26]2[CH:31]=[CH:30][CH:29]=[CH:28][CH:27]=2)[C@:17]([CH2:34][O:35][CH2:36][C:37]2[CH:38]=[CH:39][CH:40]=[CH:41][CH:42]=2)([CH:32]=[CH2:33])[O:16][C@H:15]1[N:5]1[CH:6]=[N:7][C:8]2[C:4]1=[N:3][CH:2]=[N:1][C:9]=2[NH2:10])(=[O:23])[CH3:22], predict the reactants needed to synthesize it. The reactants are: [N:1]1[C:9]([NH2:10])=[C:8]2[C:4]([NH:5][CH:6]=[N:7]2)=[N:3][CH:2]=1.C(O[CH:15]1[C@H:19]([O:20][C:21](=[O:23])[CH3:22])[C@H:18]([O:24][CH2:25][C:26]2[CH:31]=[CH:30][CH:29]=[CH:28][CH:27]=2)[C@:17]([CH2:34][O:35][CH2:36][C:37]2[CH:42]=[CH:41][CH:40]=[CH:39][CH:38]=2)([CH:32]=[CH2:33])[O:16]1)(=O)C.Cl[Sn](Cl)(Cl)Cl.C([O-])(O)=O.[Na+]. (4) The reactants are: Cl.[CH2:2]1[C:10]2[C:5](=[C:6]([N:11]3[CH2:16][CH2:15][NH:14][CH2:13][CH2:12]3)[CH:7]=[CH:8][CH:9]=2)[CH2:4][CH2:3]1.[C:17]([O:21][C:22](=[O:32])[NH:23][C@H:24]1[CH2:29][CH2:28][C@H:27]([CH:30]=O)[CH2:26][CH2:25]1)([CH3:20])([CH3:19])[CH3:18].C(N(CC)CC)C.C(O[BH-](OC(=O)C)OC(=O)C)(=O)C.[Na+].C(=O)([O-])[O-].[K+].[K+]. Given the product [C:17]([O:21][C:22](=[O:32])[NH:23][C@H:24]1[CH2:25][CH2:26][C@H:27]([CH2:30][N:14]2[CH2:13][CH2:12][N:11]([C:6]3[CH:7]=[CH:8][CH:9]=[C:10]4[C:5]=3[CH2:4][CH2:3][CH2:2]4)[CH2:16][CH2:15]2)[CH2:28][CH2:29]1)([CH3:20])([CH3:18])[CH3:19], predict the reactants needed to synthesize it. (5) Given the product [F:20][C:12]([F:21])([C:13]1[CH:18]=[CH:17][C:16]([F:19])=[CH:15][N:14]=1)[C:9]1[N:8]=[C:7]([S:22][CH3:23])[C:6]2[C:11](=[C:2]([NH:68][CH:66]=[O:67])[CH:3]=[CH:4][CH:5]=2)[N:10]=1, predict the reactants needed to synthesize it. The reactants are: Br[C:2]1[CH:3]=[CH:4][CH:5]=[C:6]2[C:11]=1[N:10]=[C:9]([C:12]([F:21])([F:20])[C:13]1[CH:18]=[CH:17][C:16]([F:19])=[CH:15][N:14]=1)[N:8]=[C:7]2[S:22][CH3:23].C1(P(C2C=CC=CC=2)C2C3OC4C(=CC=CC=4P(C4C=CC=CC=4)C4C=CC=CC=4)C(C)(C)C=3C=CC=2)C=CC=CC=1.[CH:66]([NH2:68])=[O:67].C([O-])([O-])=O.[Cs+].[Cs+]. (6) Given the product [C:26]([C:11]1[C:10]([C:28](=[O:33])[C:29]([F:30])([F:31])[F:32])=[CH:9][N:13]([C:14]2[C:19]([Cl:20])=[CH:18][C:17]([C:21]([F:24])([F:22])[F:23])=[CH:16][C:15]=2[Cl:25])[N:12]=1)#[N:27], predict the reactants needed to synthesize it. The reactants are: N(OC(C)(C)C)=O.N[C:9]1[N:13]([C:14]2[C:19]([Cl:20])=[CH:18][C:17]([C:21]([F:24])([F:23])[F:22])=[CH:16][C:15]=2[Cl:25])[N:12]=[C:11]([C:26]#[N:27])[C:10]=1[C:28](=[O:33])[C:29]([F:32])([F:31])[F:30].CCCCCC.ClCCl. (7) Given the product [N+:32]([C:29]1[CH:28]=[CH:27][C:26]([O:25][C:23]([N:13]2[C:14]3[C:19](=[CH:18][CH:17]=[CH:16][CH:15]=3)[C:11]([C:9]([O:8][CH2:1][C:2]3[CH:7]=[CH:6][CH:5]=[CH:4][CH:3]=3)=[O:10])=[CH:12]2)=[O:24])=[CH:31][CH:30]=1)([O-:34])=[O:33], predict the reactants needed to synthesize it. The reactants are: [CH2:1]([O:8][C:9]([C:11]1[C:19]2[C:14](=[CH:15][CH:16]=[CH:17][CH:18]=2)[NH:13][CH:12]=1)=[O:10])[C:2]1[CH:7]=[CH:6][CH:5]=[CH:4][CH:3]=1.[H-].[Na+].Cl[C:23]([O:25][C:26]1[CH:31]=[CH:30][C:29]([N+:32]([O-:34])=[O:33])=[CH:28][CH:27]=1)=[O:24].O. (8) Given the product [Cl:1][C:2]1[C:7]([CH3:8])=[CH:6][C:5]([C:10](=[O:12])[CH3:11])=[C:4]([OH:9])[CH:3]=1, predict the reactants needed to synthesize it. The reactants are: [Cl:1][C:2]1[CH:3]=[C:4]([OH:9])[CH:5]=[CH:6][C:7]=1[CH3:8].[C:10](Cl)(=[O:12])[CH3:11].[Al+3].[Cl-].[Cl-].[Cl-]. (9) The reactants are: CON(C)[C:4]([C:6]1[CH:15]=[CH:14][C:9]2[N:10]([CH3:13])[CH:11]=[N:12][C:8]=2[CH:7]=1)=[O:5].[CH2:17]1COC[CH2:18]1. Given the product [CH3:13][N:10]1[C:9]2[CH:14]=[CH:15][C:6]([C:4](=[O:5])[CH2:17][CH3:18])=[CH:7][C:8]=2[N:12]=[CH:11]1, predict the reactants needed to synthesize it. (10) Given the product [F:11][C:4]1[C:5]([N+:8]([O-:10])=[O:9])=[CH:6][CH:7]=[C:2]([F:1])[C:3]=1[OH:12], predict the reactants needed to synthesize it. The reactants are: [F:1][C:2]1[CH:7]=[CH:6][C:5]([N+:8]([O-:10])=[O:9])=[C:4]([F:11])[C:3]=1[O:12]C.